Dataset: Experimentally validated miRNA-target interactions with 360,000+ pairs, plus equal number of negative samples. Task: Binary Classification. Given a miRNA mature sequence and a target amino acid sequence, predict their likelihood of interaction. The miRNA is mmu-miR-455-5p with sequence UAUGUGCCUUUGGACUACAUCG. The protein sequence of the target gene is MESISMMGSPKSLETFLPNGINGIKDARQVTVGVIGSGDFAKSLTIRLIRCGYHVVIGSRNPKFASEFFPHVVDVTHHEDALTKTNIIFVAIHREHYTSLWDLRHLLVGKILIDVSNNMRVNQYPESNAEYLASLFPDSLIVKGFNVISAWALQLGPKDASRQVYICSNNIQARQQVIELARQLNFIPVDLGSLSSAKEIENLPLRLFTLWRGPVVVAISLATFFFLYSFVRDVIHPYARNQQSDFYKIPIEIVNKTLPIVAITLLSLVYLAGLLAAAYQLYYGTKYRRFPPWLDTWLQC.... Result: 0 (no interaction).